This data is from Full USPTO retrosynthesis dataset with 1.9M reactions from patents (1976-2016). The task is: Predict the reactants needed to synthesize the given product. (1) Given the product [F:32][C:26]1[CH:27]=[C:28]([I:31])[CH:29]=[CH:30][C:25]=1[NH:24][C:7]1[C:8]2[CH:9]=[N:10][CH:11]=[CH:12][C:13]=2[N:14]([CH2:15][C:16]2[CH:21]=[CH:20][C:19]([O:22][CH3:23])=[CH:18][CH:17]=2)[C:6]=1[C:4]([OH:5])=[O:3], predict the reactants needed to synthesize it. The reactants are: C([O:3][C:4]([C:6]1[N:14]([CH2:15][C:16]2[CH:21]=[CH:20][C:19]([O:22][CH3:23])=[CH:18][CH:17]=2)[C:13]2[CH:12]=[CH:11][N:10]=[CH:9][C:8]=2[C:7]=1[NH:24][C:25]1[CH:30]=[CH:29][C:28]([I:31])=[CH:27][C:26]=1[F:32])=[O:5])C.[OH-].[Na+]. (2) Given the product [C:24]([N:5]1[CH:4]([CH:1]2[CH2:3][CH2:2]2)[CH:13]([CH3:14])[CH:12]([NH:15][C:16]2[CH:21]=[CH:20][CH:19]=[CH:18][CH:17]=2)[C:11]2[NH:10][C:9](=[O:22])[CH:8]=[CH:7][C:6]1=2)(=[O:26])[CH3:25], predict the reactants needed to synthesize it. The reactants are: [CH:1]1([C@H:4]2[C@H:13]([CH3:14])[C@@H:12]([NH:15][C:16]3[CH:21]=[CH:20][CH:19]=[CH:18][CH:17]=3)[C:11]3[C:6](=[CH:7][CH:8]=[C:9]([O:22]C)[N:10]=3)[N:5]2[C:24](=[O:26])[CH3:25])[CH2:3][CH2:2]1.[I-].[Na+]. (3) Given the product [CH2:1]([CH:3]([CH2:11][CH2:12][C@H:13]1[CH2:18][CH2:17][CH2:16][C@@H:15]([OH:19])[CH2:14]1)[C:4]([O:6][C:7]([CH3:10])([CH3:8])[CH3:9])=[O:5])[CH3:2], predict the reactants needed to synthesize it. The reactants are: [CH2:1]([C:3](=[CH:11][CH2:12][C@H:13]1[CH2:18][CH2:17][CH2:16][C@@H:15]([OH:19])[CH2:14]1)[C:4]([O:6][C:7]([CH3:10])([CH3:9])[CH3:8])=[O:5])[CH3:2]. (4) Given the product [F:17][C:11]1[CH:12]=[C:13]([F:16])[CH:14]=[CH:15][C:10]=1[O:9][C:8]1[CH:7]=[CH:6][C:4]([NH2:5])=[CH:3][C:2]=1[B:21]1[O:22][C:23]([CH3:25])([CH3:24])[C:19]([CH3:35])([CH3:18])[O:20]1, predict the reactants needed to synthesize it. The reactants are: Br[C:2]1[CH:3]=[C:4]([CH:6]=[CH:7][C:8]=1[O:9][C:10]1[CH:15]=[CH:14][C:13]([F:16])=[CH:12][C:11]=1[F:17])[NH2:5].[CH3:18][C:19]1([CH3:35])[C:23]([CH3:25])([CH3:24])[O:22][B:21]([B:21]2[O:22][C:23]([CH3:25])([CH3:24])[C:19]([CH3:35])([CH3:18])[O:20]2)[O:20]1.CC([O-])=O.[K+]. (5) Given the product [F:27][C:28]1[C:33]([F:34])=[C:32]([F:35])[CH:31]=[CH:30][C:29]=1[NH:36][C:37](=[O:38])[NH:1][C:2]1[CH:7]=[CH:6][C:5]([C:8]2[S:12][C:11]([C:13]34[CH2:22][CH:17]5[CH2:18][CH:19]([CH2:21][C:15]([C:23]([O:25][CH3:26])=[O:24])([CH2:16]5)[CH2:14]3)[CH2:20]4)=[N:10][CH:9]=2)=[CH:4][CH:3]=1, predict the reactants needed to synthesize it. The reactants are: [NH2:1][C:2]1[CH:7]=[CH:6][C:5]([C:8]2[S:12][C:11]([C:13]34[CH2:22][CH:17]5[CH2:18][CH:19]([CH2:21][C:15]([C:23]([O:25][CH3:26])=[O:24])([CH2:16]5)[CH2:14]3)[CH2:20]4)=[N:10][CH:9]=2)=[CH:4][CH:3]=1.[F:27][C:28]1[C:33]([F:34])=[C:32]([F:35])[CH:31]=[CH:30][C:29]=1[N:36]=[C:37]=[O:38]. (6) Given the product [C:13]([C:4]1[N:3]=[C:2]([OH:1])[C:11]2[C:6](=[CH:7][CH:8]=[C:9]([O:12][C:23](=[O:25])[CH3:24])[CH:10]=2)[N:5]=1)(=[O:14])[NH2:15], predict the reactants needed to synthesize it. The reactants are: [OH:1][C:2]1[C:11]2[C:6](=[CH:7][CH:8]=[C:9]([OH:12])[CH:10]=2)[N:5]=[C:4]([C:13]([NH2:15])=[O:14])[N:3]=1.C(N(CC)CC)C.[C:23](OC(=O)C)(=[O:25])[CH3:24]. (7) Given the product [F:30][C:10]1[CH:11]=[C:12]([C:15]2[C:19]([C:20]3[CH:25]=[CH:24][CH:23]=[CH:22][CH:21]=3)=[CH:18][S:17][C:16]=2[C:26]([O:28][CH3:29])=[O:27])[CH:13]=[CH:14][C:9]=1[S:6]([OH:8])=[O:7], predict the reactants needed to synthesize it. The reactants are: C(OC[S:6]([C:9]1[CH:14]=[CH:13][C:12]([C:15]2[C:19]([C:20]3[CH:25]=[CH:24][CH:23]=[CH:22][CH:21]=3)=[CH:18][S:17][C:16]=2[C:26]([O:28][CH3:29])=[O:27])=[CH:11][C:10]=1[F:30])(=[O:8])=[O:7])(=O)C.C[O-].[Na+].C(OCC)(=O)C.Cl.